Dataset: Reaction yield outcomes from USPTO patents with 853,638 reactions. Task: Predict the reaction yield, written as a fraction of the theoretical maximum amount of product (1.0 means a 100% yield; for example, 0.34 means a 34% yield). (1) The reactants are [CH3:1][O:2][C:3](=[O:20])[C:4]1[CH:9]=[CH:8][C:7]([CH3:10])=[C:6]([N:11]2[C:16](=[O:17])[CH:15]=[C:14]([OH:18])[N:13]=[C:12]2[CH3:19])[CH:5]=1.Br[CH2:22][C:23]1[CH:28]=[CH:27][CH:26]=[C:25]([CH3:29])[N:24]=1.C(=O)([O-])[O-].[K+].[K+].C1OCCOCCOCCOCCOCCOC1. The product is [CH3:1][O:2][C:3](=[O:20])[C:4]1[CH:9]=[CH:8][C:7]([CH3:10])=[C:6]([N:11]2[C:16](=[O:17])[CH:15]=[C:14]([O:18][CH2:22][C:23]3[CH:28]=[CH:27][CH:26]=[C:25]([CH3:29])[N:24]=3)[N:13]=[C:12]2[CH3:19])[CH:5]=1. The yield is 0.160. The catalyst is CN(C)C=O. (2) The reactants are [Cl:1][C:2]1[CH:18]=[CH:17][C:5]2[CH2:6][CH2:7][N:8]([C:11](=[O:16])[C:12]([F:15])([F:14])[F:13])[CH2:9][CH2:10][C:4]=2[C:3]=1OS(C(F)(F)F)(=O)=O.[NH2:27][CH2:28][C:29]1[CH:34]=[CH:33][C:32]([CH2:35][S:36][CH:37]2[CH2:41][CH2:40][CH2:39][CH2:38]2)=[CH:31][N:30]=1. The catalyst is C1(C)C=CC=CC=1. The product is [Cl:1][C:2]1[CH:18]=[CH:17][C:5]2[CH2:6][CH2:7][N:8]([C:11](=[O:16])[C:12]([F:15])([F:14])[F:13])[CH2:9][CH2:10][C:4]=2[C:3]=1[NH:27][CH2:28][C:29]1[CH:34]=[CH:33][C:32]([CH2:35][S:36][CH:37]2[CH2:41][CH2:40][CH2:39][CH2:38]2)=[CH:31][N:30]=1. The yield is 0.590. (3) The reactants are [H-].[Na+].[CH:3]([C:6]1[CH:11]=[CH:10][C:9]([CH:12]2[C:16]3[CH:17]=[CH:18][C:19]([OH:21])=[CH:20][C:15]=3[O:14][C:13]2([CH3:23])[CH3:22])=[CH:8][CH:7]=1)([CH3:5])[CH3:4].[CH3:24][O:25][C:26]1[CH:33]=[CH:32][C:29]([CH2:30]Cl)=[CH:28][CH:27]=1.O. The catalyst is CN(C)C=O. The product is [CH:3]([C:6]1[CH:7]=[CH:8][C:9]([CH:12]2[C:16]3[CH:17]=[CH:18][C:19]([O:21][CH2:30][C:29]4[CH:32]=[CH:33][C:26]([O:25][CH3:24])=[CH:27][CH:28]=4)=[CH:20][C:15]=3[O:14][C:13]2([CH3:23])[CH3:22])=[CH:10][CH:11]=1)([CH3:5])[CH3:4]. The yield is 0.740. (4) The reactants are [OH:1][C:2]1[CH:9]=[CH:8][C:5]([CH:6]=[O:7])=[CH:4][CH:3]=1.[CH3:10][C:11]1[O:15][C:14]([C:16]2[CH:21]=[CH:20][CH:19]=[CH:18][CH:17]=2)=[N:13][C:12]=1[CH2:22][CH2:23]O.C1(P(C2C=CC=CC=2)C2C=CC=CC=2)C=CC=CC=1.N(C(OCC)=O)=NC(OCC)=O. The catalyst is O1CCCC1.O. The product is [CH3:10][C:11]1[O:15][C:14]([C:16]2[CH:17]=[CH:18][CH:19]=[CH:20][CH:21]=2)=[N:13][C:12]=1[CH2:22][CH2:23][O:1][C:2]1[CH:9]=[CH:8][C:5]([CH:6]=[O:7])=[CH:4][CH:3]=1. The yield is 0.800. (5) The reactants are [CH2:1]([Sn:5]([CH2:16][CH2:17][CH2:18][CH3:19])([CH2:12][CH2:13][CH2:14][CH3:15])[C:6]1[CH:11]=[CH:10][N:9]=[CH:8][CH:7]=1)[CH2:2][CH2:3][CH3:4].ClC1C=C(C=CC=1)C(OO)=[O:25]. The catalyst is C(Cl)(Cl)Cl. The product is [CH2:16]([Sn:5]([CH2:1][CH2:2][CH2:3][CH3:4])([CH2:12][CH2:13][CH2:14][CH3:15])[C:6]1[CH:11]=[CH:10][N+:9]([O-:25])=[CH:8][CH:7]=1)[CH2:17][CH2:18][CH3:19]. The yield is 0.640. (6) The reactants are Br[C:2]1[CH:7]=[CH:6][CH:5]=[CH:4][N:3]=1.[Li]CCCC.[O:13]=[C:14]1[CH2:19][CH2:18][N:17]([C:20]([O:22][CH2:23][C:24]2[CH:29]=[CH:28][CH:27]=[CH:26][CH:25]=2)=[O:21])[CH2:16][CH2:15]1. The catalyst is C1COCC1. The product is [OH:13][C:14]1([C:2]2[CH:7]=[CH:6][CH:5]=[CH:4][N:3]=2)[CH2:15][CH2:16][N:17]([C:20]([O:22][CH2:23][C:24]2[CH:29]=[CH:28][CH:27]=[CH:26][CH:25]=2)=[O:21])[CH2:18][CH2:19]1. The yield is 0.270. (7) The reactants are Cl[C:2]1[C:11]2[C:6](=[CH:7][C:8]([Cl:12])=[CH:9][CH:10]=2)[CH:5]=[CH:4][N:3]=1.[CH3:13][C:14]1[N:19]=[C:18]2[O:20][C:21]3[C:26](B4OC(C)(C)C(C)(C)O4)=[CH:25][C:24]([CH3:36])=[CH:23][C:22]=3[C:17]2=[CH:16][CH:15]=1.C(=O)([O-])[O-].[Na+].[Na+].C(COC)OC. The catalyst is C1C=CC([P]([Pd]([P](C2C=CC=CC=2)(C2C=CC=CC=2)C2C=CC=CC=2)([P](C2C=CC=CC=2)(C2C=CC=CC=2)C2C=CC=CC=2)[P](C2C=CC=CC=2)(C2C=CC=CC=2)C2C=CC=CC=2)(C2C=CC=CC=2)C2C=CC=CC=2)=CC=1.O. The product is [Cl:12][C:8]1[CH:7]=[C:6]2[C:11](=[CH:10][CH:9]=1)[C:2]([C:26]1[C:21]3[O:20][C:18]4[C:17]([C:22]=3[CH:23]=[C:24]([CH3:36])[CH:25]=1)=[CH:16][CH:15]=[C:14]([CH3:13])[N:19]=4)=[N:3][CH:4]=[CH:5]2. The yield is 0.910. (8) The reactants are [NH2:1]/[C:2](/[CH3:9])=[C:3](\[C:7]#[N:8])/[C:4](=[S:6])[NH2:5].OO. The catalyst is CO. The product is [NH2:5][C:4]1[S:6][N:1]=[C:2]([CH3:9])[C:3]=1[C:7]#[N:8]. The yield is 0.960. (9) The reactants are N(OC(C)(C)C)=O.N[C:9]1[CH:14]=[CH:13][C:12]([CH:15]2[N:19]([C:20]3[CH:25]=[CH:24][C:23]([O:26][C:27]4[CH:32]=[CH:31][C:30]([Cl:33])=[CH:29][CH:28]=4)=[CH:22][CH:21]=3)[C:18](=[O:34])[CH2:17][CH2:16]2)=[CH:11][C:10]=1[C:35]([F:38])([F:37])[F:36].Cl. The catalyst is CN(C=O)C. The product is [Cl:33][C:30]1[CH:29]=[CH:28][C:27]([O:26][C:23]2[CH:24]=[CH:25][C:20]([N:19]3[CH:15]([C:12]4[CH:13]=[CH:14][CH:9]=[C:10]([C:35]([F:36])([F:37])[F:38])[CH:11]=4)[CH2:16][CH2:17][C:18]3=[O:34])=[CH:21][CH:22]=2)=[CH:32][CH:31]=1. The yield is 0.720. (10) The reactants are [CH3:1][C:2]1[C:10]([CH3:11])=[CH:9][C:8]([C:12]2[CH:17]=[CH:16][CH:15]=[CH:14][CH:13]=2)=[CH:7][C:3]=1[C:4]([OH:6])=O.C(Cl)(=O)C(Cl)=O.[NH2:24][C:25]1[C:26]([F:33])=[C:27]([OH:32])[CH:28]=[CH:29][C:30]=1[F:31].C([O-])(O)=O.[Na+]. The catalyst is C(Cl)Cl.C1COCC1.O. The product is [F:33][C:26]1[C:27]([OH:32])=[CH:28][CH:29]=[C:30]([F:31])[C:25]=1[NH:24][C:4](=[O:6])[C:3]1[CH:7]=[C:8]([C:12]2[CH:17]=[CH:16][CH:15]=[CH:14][CH:13]=2)[CH:9]=[C:10]([CH3:11])[C:2]=1[CH3:1]. The yield is 0.490.